This data is from Catalyst prediction with 721,799 reactions and 888 catalyst types from USPTO. The task is: Predict which catalyst facilitates the given reaction. (1) Reactant: C([N:8]1[CH2:13][CH2:12][N:11]([C:14]([C@H:16]2[CH2:21][N:20]([CH:22]3[CH2:25][CH2:24][CH2:23]3)[CH2:19][CH2:18][N:17]2[C:26]([O:28][C:29]([CH3:32])([CH3:31])[CH3:30])=[O:27])=[O:15])[CH2:10][CH2:9]1)C1C=CC=CC=1.O. Product: [CH:22]1([N:20]2[CH2:19][CH2:18][N:17]([C:26]([O:28][C:29]([CH3:32])([CH3:31])[CH3:30])=[O:27])[C@@H:16]([C:14]([N:11]3[CH2:10][CH2:9][NH:8][CH2:13][CH2:12]3)=[O:15])[CH2:21]2)[CH2:23][CH2:24][CH2:25]1. The catalyst class is: 63. (2) Reactant: [Br:1][C:2]1[CH:3]=[C:4]([C:14]([OH:16])=O)[C:5]2[CH:6]=[N:7][N:8]([CH:11]([CH3:13])[CH3:12])[C:9]=2[CH:10]=1.[NH2:17][CH2:18][C:19]1[C:20](=[O:32])[NH:21][C:22]([CH3:31])=[CH:23][C:24]=1[CH:25]1[CH2:30][CH2:29][CH2:28][CH2:27][CH2:26]1.C(O)(C(F)(F)F)=O.ON1C2N=CC=CC=2N=N1.CN1CCOCC1.C(Cl)CCl.C([O-])([O-])=O.[K+].[K+]. Product: [Br:1][C:2]1[CH:3]=[C:4]([C:14]([NH:17][CH2:18][C:19]2[C:20](=[O:32])[NH:21][C:22]([CH3:31])=[CH:23][C:24]=2[CH:25]2[CH2:30][CH2:29][CH2:28][CH2:27][CH2:26]2)=[O:16])[C:5]2[CH:6]=[N:7][N:8]([CH:11]([CH3:12])[CH3:13])[C:9]=2[CH:10]=1. The catalyst class is: 16. (3) Reactant: [C:1]([C:4]1[CH:5]=[C:6]([C:10]2[N:11]=[CH:12][N:13]([C:15]([N:17]([CH:19]3[CH2:24][CH2:23][N:22]([CH2:25][C:26]4[CH:31]=[CH:30][C:29]([O:32][CH3:33])=[CH:28][CH:27]=4)[CH2:21][CH2:20]3)[CH3:18])=[O:16])[CH:14]=2)[CH:7]=[CH:8][CH:9]=1)(=[O:3])[NH2:2].[ClH:34].C(OCC)C. Product: [ClH:34].[C:1]([C:4]1[CH:5]=[C:6]([C:10]2[N:11]=[CH:12][N:13]([C:15]([N:17]([CH:19]3[CH2:20][CH2:21][N:22]([CH2:25][C:26]4[CH:27]=[CH:28][C:29]([O:32][CH3:33])=[CH:30][CH:31]=4)[CH2:23][CH2:24]3)[CH3:18])=[O:16])[CH:14]=2)[CH:7]=[CH:8][CH:9]=1)(=[O:3])[NH2:2]. The catalyst class is: 5. (4) Reactant: [CH2:1]([O:8][C:9]1[CH:16]=[CH:15][C:12]([CH2:13]Br)=[C:11]([F:17])[CH:10]=1)[C:2]1[CH:7]=[CH:6][CH:5]=[CH:4][CH:3]=1.[C-]#N.[Na+].[OH-:21].[K+].[CH2:23]([OH:25])C. Product: [CH2:1]([O:8][C:9]1[CH:16]=[CH:15][C:12]([CH2:13][C:23]([OH:25])=[O:21])=[C:11]([F:17])[CH:10]=1)[C:2]1[CH:7]=[CH:6][CH:5]=[CH:4][CH:3]=1. The catalyst class is: 6. (5) Reactant: [CH3:1][N:2]([C:4]([NH:6][C:7]([NH2:9])=[NH:8])=[NH:5])[CH3:3].[CH3:10][CH2:11]/[CH:12]=[CH:13]\[CH2:14]/[CH:15]=[CH:16]\[CH2:17]/[CH:18]=[CH:19]\[CH2:20]/[CH:21]=[CH:22]\[CH2:23]/[CH:24]=[CH:25]\[CH2:26][CH2:27][CH2:28][C:29]([OH:31])=[O:30].N#N. Product: [C:29]([O-:31])(=[O:30])[CH2:28][CH2:27][CH2:26]/[CH:25]=[CH:24]\[CH2:23]/[CH:22]=[CH:21]\[CH2:20]/[CH:19]=[CH:18]\[CH2:17]/[CH:16]=[CH:15]\[CH2:14]/[CH:13]=[CH:12]\[CH2:11][CH3:10].[NH2:9][C:7]([NH:6][C:4]([N:2]([CH3:3])[CH3:1])=[NH2+:5])=[NH:8]. The catalyst class is: 10. (6) Reactant: [CH3:1][C:2]1[N:7]=[C:6]([C:8]2[N:13]=[CH:12][C:11]3[CH:14]=[N:15][NH:16][C:10]=3[CH:9]=2)[CH:5]=[N:4][CH:3]=1.[Br:17][C:18]1[C:23](OC)=[CH:22][CH:21]=[C:20](I)[N:19]=1.C(=O)([O-])[O-].[K+].[K+].CNCCNC. Product: [Br:17][C:18]1[N:19]=[C:20]([N:16]2[C:10]3[CH:9]=[C:8]([C:6]4[CH:5]=[N:4][CH:3]=[C:2]([CH3:1])[N:7]=4)[N:13]=[CH:12][C:11]=3[CH:14]=[N:15]2)[CH:21]=[CH:22][CH:23]=1. The catalyst class is: 205.